From a dataset of Full USPTO retrosynthesis dataset with 1.9M reactions from patents (1976-2016). Predict the reactants needed to synthesize the given product. (1) Given the product [NH2:8][C:5]1[N:6]=[CH:7][C:2]([O:9][C:10]2[CH:11]=[C:12]([CH:17]=[CH:18][CH:19]=2)[C:13]([O:15][CH3:16])=[O:14])=[CH:3][CH:4]=1, predict the reactants needed to synthesize it. The reactants are: Br[C:2]1[CH:3]=[CH:4][C:5]([NH2:8])=[N:6][CH:7]=1.[OH:9][C:10]1[CH:11]=[C:12]([CH:17]=[CH:18][CH:19]=1)[C:13]([O:15][CH3:16])=[O:14].CN(C)CC(O)=O.C([O-])([O-])=O.[Cs+].[Cs+]. (2) Given the product [N:1]([C:4]1[CH:5]=[CH:6][C:7]([C:8]([N:10]2[CH2:11][CH2:12][C:13]3[C:18](=[CH:17][C:16]([O:19][CH3:20])=[CH:15][CH:14]=3)[CH2:23]2)=[O:9])=[CH:21][CH:22]=1)=[N+:2]=[N-:3], predict the reactants needed to synthesize it. The reactants are: [N:1]([C:4]1[CH:22]=[CH:21][C:7]([C:8]([NH:10][CH2:11][CH2:12][C:13]2[CH:18]=[CH:17][C:16]([O:19][CH3:20])=[CH:15][CH:14]=2)=[O:9])=[CH:6][CH:5]=1)=[N+:2]=[N-:3].[CH:23](O)=O. (3) The reactants are: [Br:1][C:2]1[CH:3]=[CH:4][C:5]([C:9]([OH:11])=O)=[N:6][C:7]=1[Cl:8].[NH2:12][C@@H:13]([CH2:17][CH:18]([CH3:20])[CH3:19])[C:14]([NH2:16])=[O:15]. Given the product [C:14]([C@@H:13]([NH:12][C:9]([C:5]1[CH:4]=[CH:3][C:2]([Br:1])=[C:7]([Cl:8])[N:6]=1)=[O:11])[CH2:17][CH:18]([CH3:20])[CH3:19])(=[O:15])[NH2:16], predict the reactants needed to synthesize it. (4) Given the product [ClH:22].[Br:1][C:2]1[CH:3]=[C:4]([C:10]([N:12]2[CH2:17][CH2:16][O:15][C:14]3[CH:18]=[CH:19][N:20]=[CH:21][C:13]2=3)=[O:11])[CH:5]=[C:6]([Br:9])[C:7]=1[OH:8], predict the reactants needed to synthesize it. The reactants are: [Br:1][C:2]1[CH:3]=[C:4]([C:10]([N:12]2[CH2:17][CH2:16][O:15][C:14]3[CH:18]=[CH:19][N:20]=[CH:21][C:13]2=3)=[O:11])[CH:5]=[C:6]([Br:9])[C:7]=1[OH:8].[ClH:22].O1CCOCC1. (5) Given the product [C:1]([O:5][C:6](=[O:15])[NH:7][C:8]1([CH2:13][O:14][C:23]2[CH:24]=[CH:25][CH:26]=[C:19]([N+:16]([O-:18])=[O:17])[C:20]=2[C:21]#[N:22])[CH2:12][CH2:11][CH2:10][CH2:9]1)([CH3:4])([CH3:2])[CH3:3], predict the reactants needed to synthesize it. The reactants are: [C:1]([O:5][C:6](=[O:15])[NH:7][C:8]1([CH2:13][OH:14])[CH2:12][CH2:11][CH2:10][CH2:9]1)([CH3:4])([CH3:3])[CH3:2].[N+:16]([C:19]1[CH:26]=[CH:25][CH:24]=[C:23]([N+]([O-])=O)[C:20]=1[C:21]#[N:22])([O-:18])=[O:17].[H-].[Na+]. (6) The reactants are: ClC1C(C(O)=O)=CC(C)=C2C=1C=CN2.[C:15]([C:18]1[CH:19]=[C:20]([C:28]([O:30]C)=[O:29])[C:21]([Cl:27])=[C:22]2[C:26]=1[NH:25][CH:24]=[CH:23]2)(=[O:17])[CH3:16]. Given the product [C:15]([C:18]1[CH:19]=[C:20]([C:28]([OH:30])=[O:29])[C:21]([Cl:27])=[C:22]2[C:26]=1[NH:25][CH:24]=[CH:23]2)(=[O:17])[CH3:16], predict the reactants needed to synthesize it.